This data is from Experimentally validated miRNA-target interactions with 360,000+ pairs, plus equal number of negative samples. The task is: Binary Classification. Given a miRNA mature sequence and a target amino acid sequence, predict their likelihood of interaction. (1) The miRNA is hsa-miR-3689e with sequence UGUGAUAUCAUGGUUCCUGGGA. The protein sequence of the target gene is MASCDEIKEHPRSLSMCGHVGFESLPDQLVDRSIEQGFCFNILCVGETGIGKSTLINTLFNTNFEELESSHFCPCVRLRAQTYELQESNVRLKLTIVNTVGFGDQINKEDSYQPIVDYIDDQFEAYLQEEVKIKRALFNYHDSRIHVCLYFIAPTGHSLRTLDLLTMKSLDNKVNIIPLIAKADTISKSELQKFKMKLMNELVINGVQIYQFPTDDDTTSKINGAMNGHLPFAVVGSMDEIKVGNKMVKGRQYPWGIVQVENENHCDFVKLREMLICTNMEDLREQTHMRHYELYRRCKL.... Result: 0 (no interaction). (2) The miRNA is hsa-miR-3659 with sequence UGAGUGUUGUCUACGAGGGCA. The protein sequence of the target gene is MDPSEKKISVWICQEEKLVSGLSRRTTCSDVVRVLLEDGCRRRCRQRRGQRRGLTEDPSGQLELPEPPDENDEDDDDAMPPGMLCGPPQCYCIVEKWRGFERILPNKTRILRLWTAWGDEQENVRFVLVRSEASLPNAGPRSAEARVVLSRERPCLARGAPARPSLALTQEKQRRVVRKAFRKLAKLNRRRQQQPSSPCSSTSSSTASSCSSSARTHESASVERMETLVHLVLSQDHTIRQQVQRLRELDREIDRYEAKVHLDRMRRHGVNYVQDTYLVGAGIDLDGQTPEGEPEDATLE.... Result: 0 (no interaction). (3) The miRNA is hsa-miR-6720-3p with sequence CGCGCCUGCAGGAACUGGUAGA. The protein sequence of the target gene is MWSLWSLLLFEALLPVVVVSVQVLSKVGDSELLVAECPPGFQVREAIWRSLWPSEELLATFFRGSLETLYHSRFLGRVQLYDNLSLELGPLKPGDSGNFSVLMVDTGGQTWTQTLYLKVYDAVPKPEVQVFTAAAEETQPLNTCQVFLSCWAPNISDITYSWRWEGTVDFNGEVRSHFSNGQVLSVSLGLGDKDVAFTCIASNPVSWDMTTVTPWESCHHEAASGKASYKDVLLVVVPITLFLILAGLFGAWHHGLCSGKKKDACTDGVLPETENALV. Result: 0 (no interaction). (4) The miRNA is hsa-miR-4501 with sequence UAUGUGACCUCGGAUGAAUCA. The protein sequence of the target gene is MDSREFRRRGKEMVDYIADYLDGIEGRPVYPDVEPGYLRPLIPATAPQEPETYEDIIKDIEKIIMPGVTHWHSPYFFAYFPTASSYPAMLADMLCGAIGCIGFSWAASPACTELETVMMDWLGKMLELPEAFLAGRAGEGGGVIQGSASEATLVALLAARTKVIRQLQAASPEFTQAAIMEKLVAYTSDQAHSSVERAGLIGGIKLKAVPSDGNFSMRASALREALERDKAAGLIPFFVVATLGTTSCCSFDNLLEVGPICNQEGVWLHIDAAYAGSAFICPEFRYLLNGVEFADSFNFN.... Result: 0 (no interaction). (5) The miRNA is hsa-miR-101-3p with sequence UACAGUACUGUGAUAACUGAA. The protein sequence of the target gene is MATPDVSVHMEEVVVVTTPDTAVDGSGVEGVKTVLVTTNLAPHGGDLTEDNMETENAAAAAAAAFTASSQLKEAVLVKMAEEGENLEAEIVYPITCGDSRANLIWRKFVCPGINVKCVQYDEHVISPKEFVHLAGKSTLKDWKRAIRMNGIMLRKIMDSGELDFYQHDKVCSNTCRSTKIDLSGARVSLSSPTSAEYIPLTPAAADVNGSPATITIETCEDPGDWTAAIGDDTFTFWRGLKDAGLLDEVIQEFHQELVETMRGLQQRVQDPPLQLRDAVLLNNIVQNFGMLDLVKKVLAS.... Result: 1 (interaction). (6) The miRNA is hsa-miR-5580-5p with sequence UGCUGGCUCAUUUCAUAUGUGU. The protein sequence of the target gene is MRAVPLPLSRTASLSLGFLLLLSLCLDPGQAKELKFVTLVFRHGDRGPIETFPTDPITESSWPQGFGQLTQWGMEQHYELGSYIRKRYGRFLNDTYKHDQIYIRSTDVDRTLMSAMTNLAALFPPEGISIWNPRLLWQPIPVHTVSLSEDRLLYLPFRDCPRFEELKSETLESEEFLKRLHPYKSFLDTLSSLSGFDDQDLFGIWSKVYDPLFCESVHNFTLPSWATEDAMIKLKELSELSLLSLYGIHKQKEKSRLQGGVLVNEILKNMKLATQPQKYKKLVMYSAHDTTVSGLQMALD.... Result: 0 (no interaction). (7) The miRNA is hsa-miR-4790-5p with sequence AUCGCUUUACCAUUCAUGUU. Result: 0 (no interaction). The protein sequence of the target gene is MVLLHVKRGDESQFLLQAPGSTELEELTVQVARVYNGRLKVQRLCSEMEELAEHGIFLPPNMQGLTDDQIEELKLKDEWGEKCVPSGGAVFKKDDIGRRNGQAPNEKMKQVLKKTIEEAKAIISKKQVEAGVCVTMEMVKDALDQLRGAVMIVYPMGLPPYDPIRMEFENKEDLSGTQAGLNVIKEAEAQLWWAAKELRRTKKLSDYVGKNEKTKIIAKIQQRGQGAPAREPIISSEEQKQLMLYYHRRQEELKRLEENDDDAYLNSPWADNTALKRHFHGVKDIKWRPR. (8) The miRNA is mmu-miR-124-3p with sequence UAAGGCACGCGGUGAAUGCC. The protein sequence of the target gene is MGDQQLYKTNHVGHGGENLFYQQPPLGVHSGLGHSYGNTISGAGMDAPQASPISPHFPQDTRDGLGLPIGSKNLGQMDTSRQGGWGSHAGPGNHVQLRSNLANSNMMWGTPTQVEPADGYQYTYSQASEIRTQKLTSGVLHKLDSFTQVFANQNLRIQVNNMAQVLHTQSAVMDGASDSALRQLLSQKPVEPSASAIASRYQQVPQQPHPGFTGGLPKPALPVGQHAPQGHLYYDYQQPLAQMSMQGGQPLQAPQVLSGHMQQLQQHQYYPQPPPQQQQAGLQRISVQEMQQQQQPQQIR.... Result: 1 (interaction). (9) The miRNA is hsa-miR-1224-5p with sequence GUGAGGACUCGGGAGGUGG. The protein sequence of the target gene is MGKKLVMAQKRGETRALCLGVAMVVCAAITYYVLGTTVLPLYQKSVWTQESICHLIETNIKDQEELEGKKVPQYPCLWVNVSAVGRWAMLYHTEDTRDQNQQCSYIPRNLDNYQTALADVKKVRANFYKHHEFYCLSAPQVNETSVVYQRLYGPQVLLFSFFWPTFLLTGGLLLIAMVKLNRSLSILAAQK. Result: 0 (no interaction). (10) The miRNA is mmu-miR-212-3p with sequence UAACAGUCUCCAGUCACGGCCA. The protein sequence of the target gene is MSEFWLCFNCCIAEQPQPKRRRRIDRSMIGEPTNFVHTAHVGSGDLFSGMNSVSSIQNQMQSKGGYGGGMPANVQMQLVDTKAG. Result: 0 (no interaction).